This data is from Reaction yield outcomes from USPTO patents with 853,638 reactions. The task is: Predict the reaction yield, written as a fraction of the theoretical maximum amount of product (1.0 means a 100% yield; for example, 0.34 means a 34% yield). (1) The reactants are [CH3:1][C:2]1([CH3:19])[O:6][C@H:5]([CH2:7][O:8][C:9]2[CH:10]=[C:11]([CH:16]=[CH:17][CH:18]=2)[C:12]([O:14]C)=[O:13])[CH2:4][O:3]1.[Li+].[OH-]. The catalyst is C1COCC1.O. The product is [CH3:1][C:2]1([CH3:19])[O:6][C@H:5]([CH2:7][O:8][C:9]2[CH:10]=[C:11]([CH:16]=[CH:17][CH:18]=2)[C:12]([OH:14])=[O:13])[CH2:4][O:3]1. The yield is 0.720. (2) The catalyst is C(O)C.CC(OC)(C)C.[Cl-].[Zn+2].[Cl-]. The yield is 0.440. The product is [Cl:1][C:2]1[CH:3]=[CH:4][C:5]([C:6]2[O:7][C:16]3[CH:21]=[CH:20][C:19]([OH:22])=[CH:18][C:17]=3[C:8]=2[C:9]([O:11][CH2:12][CH3:13])=[O:10])=[CH:14][CH:15]=1. The reactants are [Cl:1][C:2]1[CH:15]=[CH:14][C:5]([C:6]([CH2:8][C:9]([O:11][CH2:12][CH3:13])=[O:10])=[O:7])=[CH:4][CH:3]=1.[C:16]1(=O)[CH:21]=[CH:20][C:19](=[O:22])[CH:18]=[CH:17]1. (3) The reactants are [CH:1]1([OH:6])[CH2:5][CH2:4][CH2:3][CH2:2]1.CC(C)([O-])C.[K+].[Cl:13][C:14]1[CH:19]=[C:18]([C:20]([F:23])([F:22])[F:21])[N:17]=[C:16](S(C)(=O)=O)[N:15]=1. The catalyst is O1CCCC1. The product is [Cl:13][C:14]1[CH:19]=[C:18]([C:20]([F:22])([F:21])[F:23])[N:17]=[C:16]([O:6][CH:1]2[CH2:5][CH2:4][CH2:3][CH2:2]2)[N:15]=1. The yield is 0.330. (4) The reactants are Br[C:2]1[CH:3]=[CH:4][C:5]2[O:11][CH2:10][CH2:9][N:8]3[CH:12]=[C:13]([C:15]4[N:19]([CH:20]([CH3:22])[CH3:21])[N:18]=[CH:17][N:16]=4)[N:14]=[C:7]3[C:6]=2[CH:23]=1.[N:24]1[CH:29]=[C:28](B(O)O)[CH:27]=[N:26][CH:25]=1.C([O-])([O-])=O.[Cs+].[Cs+].O. The catalyst is O1CCOCC1.C1C=CC(P(C2C=CC=CC=2)[C-]2C=CC=C2)=CC=1.C1C=CC(P(C2C=CC=CC=2)[C-]2C=CC=C2)=CC=1.Cl[Pd]Cl.[Fe+2]. The product is [CH:20]([N:19]1[C:15]([C:13]2[N:14]=[C:7]3[C:6]4[CH:23]=[C:2]([C:28]5[CH:29]=[N:24][CH:25]=[N:26][CH:27]=5)[CH:3]=[CH:4][C:5]=4[O:11][CH2:10][CH2:9][N:8]3[CH:12]=2)=[N:16][CH:17]=[N:18]1)([CH3:22])[CH3:21]. The yield is 0.130.